Dataset: Forward reaction prediction with 1.9M reactions from USPTO patents (1976-2016). Task: Predict the product of the given reaction. (1) Given the reactants C[Si]([Cl:5])(C)C.[C:6]([C:10]1[O:14][C:13]([C:15](=[O:23])/[C:16](=[N:20]/OC)/[CH:17]([CH3:19])[CH3:18])=[N:12][N:11]=1)([CH3:9])([CH3:8])[CH3:7], predict the reaction product. The product is: [ClH:5].[C:6]([C:10]1[O:14][C:13]([C:15]([CH:16]([NH2:20])[CH:17]([CH3:18])[CH3:19])=[O:23])=[N:12][N:11]=1)([CH3:9])([CH3:8])[CH3:7]. (2) Given the reactants [F:1][C:2]1[CH:7]=[CH:6][C:5]([C:8]2[C:12]([C:13]3[CH:18]=[CH:17][N:16]=[C:15]4[C:19](=[O:24])[N:20](C)[C:21](=[O:22])[C:14]=34)=[CH:11][N:10]([CH3:25])[N:9]=2)=[CH:4][CH:3]=1.[OH-].[NH4+], predict the reaction product. The product is: [F:1][C:2]1[CH:7]=[CH:6][C:5]([C:8]2[C:12]([C:13]3[CH:18]=[CH:17][N:16]=[C:15]4[C:19](=[O:24])[NH:20][C:21](=[O:22])[C:14]=34)=[CH:11][N:10]([CH3:25])[N:9]=2)=[CH:4][CH:3]=1. (3) Given the reactants [CH2:1]([O:5][C:6]1[CH:11]=[CH:10][C:9]([CH2:12][OH:13])=[C:8]([O:14][C:15]2[C:20]([Cl:21])=[CH:19][C:18]([C:22]([F:25])([F:24])[F:23])=[CH:17][N:16]=2)[CH:7]=1)[CH2:2][CH2:3][CH3:4].[CH2:26]([S:31]([NH2:34])(=[O:33])=[O:32])[CH2:27][CH2:28][CH2:29][CH3:30].N12CCCN=C1CCCCC2.Cl.CN(C)[CH:49]=[O:50], predict the reaction product. The product is: [CH2:26]([S:31]([NH:34][C:49](=[O:50])[O:13][CH2:12][C:9]1[CH:10]=[CH:11][C:6]([O:5][CH2:1][CH2:2][CH2:3][CH3:4])=[CH:7][C:8]=1[O:14][C:15]1[C:20]([Cl:21])=[CH:19][C:18]([C:22]([F:24])([F:25])[F:23])=[CH:17][N:16]=1)(=[O:33])=[O:32])[CH2:27][CH2:28][CH2:29][CH3:30].